The task is: Regression. Given a target protein amino acid sequence and a drug SMILES string, predict the binding affinity score between them. We predict pIC50 (pIC50 = -log10(IC50 in M); higher means more potent). Dataset: bindingdb_ic50.. This data is from Drug-target binding data from BindingDB using IC50 measurements. (1) The drug is CC(Oc1cc(-c2cnn(C3CCNCC3)c2)cnc1N)c1c(Cl)ccc(F)c1Cl. The target protein sequence is MGAIGLLWLLPLLLSTAAVGSGMGTGQRAGSPAAGPPLQPREPLSYSRLQRKSLAVDFVVPSLFRVYARDLLLPPSSSELKAGRPEARGSLALDCAPLLRLLGPAPGVSWTAGSPAPAEARTLSRVLKGGSVRKLRRAKQLVLELGEEAILEGCVGPPGEAAVGLLQFNLSELFSWWIRQGEGRLRIRLMPEKKASEVGREGRLSAAIRASQPRLLFQIFGTGHSSLESPTNMPSPSPDYFTWNLTWIMKDSFPFLSHRSRYGLECSFDFPCELEYSPPLHDLRNQSWSWRRIPSEEASQMDLLDGPGAERSKEMPRGSFLLLNTSADSKHTILSPWMRSSSEHCTLAVSVHRHLQPSGRYIAQLLPHNEAAREILLMPTPGKHGWTVLQGRIGRPDNPFRVALEYISSGNRSLSAVDFFALKNCSEGTSPGSKMALQSSFTCWNGTVLQLGQACDFHQDCAQGEDESQMCRKLPVGFYCNFEDGFCGWTQGTLSPHTPQ.... The pIC50 is 6.9. (2) The drug is Cc1ccc(C(=O)N[C@H](C)c2ccc3ccccc3c2)cc1. The target protein sequence is EVKTIKVFTTVDNTNLHTQLVDMSMTYGQQFGPTYLDGADVTKIKPHVNHEGKTFFVLPSDDTLRSEAFEYYHTLDESFLGRYMSALNHTKKWKFPQVGGLTSIKWADNNCYLSSVLLALQQLEVKFNAPALQEAYYRARAGDAANFCALILAYSNKTVGELGDVRETMTHLLQHANLESAKRVLNVVCKHCGQKTTTLTGVEAVMYMGTLSYDNLKTGVSIPCVCGRDATQYLVQQESSFVMMSAPPAEYKLQQGTFLCANEYTGNYQCGHYTHITAKETLYRIDGAHLTKMSEYKGPVTDVFYKETSYTTTIK. The pIC50 is 4.5. (3) The small molecule is CCC(CC)(OCc1cc(-c2cccc(OC)c2)n(Cc2ccccc2Cl)n1)C(=O)O. The target protein (Q9ULC4) has sequence MFKKFDEKENVSNCIQLKTSVIKGIKNQLIEQFPGIEPWLNQIMPKKDPVKIVRCHEHIEILTVNGELLFFRQREGPFYPTLRLLHKYPFILPHQQVDKGAIKFVLSGANIMCPGLTSPGAKLYPAAVDTIVAIMAEGKQHALCVGVMKMSAEDIEKVNKGIGIENIHYLNDGLWHMKTYK. The pIC50 is 4.8.